This data is from Full USPTO retrosynthesis dataset with 1.9M reactions from patents (1976-2016). The task is: Predict the reactants needed to synthesize the given product. (1) Given the product [O:12]1[CH2:16][CH2:15][CH:14]([CH2:17][O:18][C:4]([C:3]2[CH:7]=[CH:8][CH:9]=[CH:10][C:2]=2[C:1]([OH:6])=[O:11])=[O:5])[CH2:13]1, predict the reactants needed to synthesize it. The reactants are: [C:1]1(=[O:11])[O:6][C:4](=[O:5])[C:3]2=[CH:7][CH:8]=[CH:9][CH:10]=[C:2]12.[O:12]1[CH2:16][CH2:15][CH:14]([CH2:17][OH:18])[CH2:13]1. (2) Given the product [Cl:1][C:2]1[CH:3]=[C:4]([CH:9]2[CH2:13][CH2:12][N:11]([C@H:14]3[CH2:18][CH2:17][N:16]([C:19]4[CH:24]=[C:23]([F:25])[C:22]([S:29]([Cl:28])(=[O:31])=[O:30])=[C:21]([F:26])[CH:20]=4)[C:15]3=[O:27])[CH2:10]2)[CH:5]=[C:6]([Cl:8])[CH:7]=1, predict the reactants needed to synthesize it. The reactants are: [Cl:1][C:2]1[CH:3]=[C:4]([CH:9]2[CH2:13][CH2:12][N:11]([C@H:14]3[CH2:18][CH2:17][N:16]([C:19]4[CH:24]=[C:23]([F:25])[CH:22]=[C:21]([F:26])[CH:20]=4)[C:15]3=[O:27])[CH2:10]2)[CH:5]=[C:6]([Cl:8])[CH:7]=1.[Cl:28][S:29](O)(=[O:31])=[O:30].O. (3) Given the product [CH:1]([O:4][C:5]1[N:10]=[CH:9][C:8]([C@@H:11]([NH2:13])[CH3:12])=[CH:7][CH:6]=1)([CH3:3])[CH3:2], predict the reactants needed to synthesize it. The reactants are: [CH:1]([O:4][C:5]1[N:10]=[CH:9][C:8]([C@@H:11]([NH:13][S@@](C(C)(C)C)=O)[CH3:12])=[CH:7][CH:6]=1)([CH3:3])[CH3:2].Cl. (4) Given the product [CH:1]([N:14]1[C:22]2[C:17](=[CH:18][C:19]([Cl:23])=[CH:20][CH:21]=2)[C:16]([CH2:24][CH2:25][S:26]([C:29]2[CH:38]=[CH:37][C:32]([C:33]([OH:35])=[O:34])=[CH:31][CH:30]=2)(=[O:27])=[O:28])=[C:15]1[CH2:39][CH2:40][NH:41][S:42]([CH2:45][C:46]1[C:51]([F:52])=[CH:50][CH:49]=[CH:48][C:47]=1[F:53])(=[O:43])=[O:44])([C:2]1[CH:7]=[CH:6][CH:5]=[CH:4][CH:3]=1)[C:8]1[CH:9]=[CH:10][CH:11]=[CH:12][CH:13]=1, predict the reactants needed to synthesize it. The reactants are: [CH:1]([N:14]1[C:22]2[C:17](=[CH:18][C:19]([Cl:23])=[CH:20][CH:21]=2)[C:16]([CH2:24][CH2:25][S:26]([C:29]2[CH:38]=[CH:37][C:32]([C:33]([O:35]C)=[O:34])=[CH:31][CH:30]=2)(=[O:28])=[O:27])=[C:15]1[CH2:39][CH2:40][NH:41][S:42]([CH2:45][C:46]1[C:51]([F:52])=[CH:50][CH:49]=[CH:48][C:47]=1[F:53])(=[O:44])=[O:43])([C:8]1[CH:13]=[CH:12][CH:11]=[CH:10][CH:9]=1)[C:2]1[CH:7]=[CH:6][CH:5]=[CH:4][CH:3]=1.C1COCC1.[OH-].[Na+]. (5) Given the product [CH3:1][O:2][C:3]1[CH:12]=[C:11]2[C:6]([CH:7]=[CH:8][C:9]([O:13][S:21]([C:24]([F:27])([F:26])[F:25])(=[O:23])=[O:22])=[CH:10]2)=[CH:5][CH:4]=1, predict the reactants needed to synthesize it. The reactants are: [CH3:1][O:2][C:3]1[CH:12]=[C:11]2[C:6]([CH:7]=[CH:8][C:9]([OH:13])=[CH:10]2)=[CH:5][CH:4]=1.C1C=CC(N([S:21]([C:24]([F:27])([F:26])[F:25])(=[O:23])=[O:22])[S:21]([C:24]([F:27])([F:26])[F:25])(=[O:23])=[O:22])=CC=1.C(N(CC)CC)C. (6) Given the product [Cl:11][CH2:12][CH2:13][O:10][C:7]1[CH:8]=[CH:9][C:2]2[S:1][CH:5]=[CH:4][C:3]=2[CH:6]=1, predict the reactants needed to synthesize it. The reactants are: [S:1]1[CH:5]=[CH:4][C:3]2[CH:6]=[C:7]([OH:10])[CH:8]=[CH:9][C:2]1=2.[Cl:11][CH2:12][CH2:13]OS(C1C=CC(C)=CC=1)(=O)=O.C(=O)([O-])[O-].[Cs+].[Cs+]. (7) Given the product [ClH:1].[O:25]([C:2]1[CH:11]=[CH:10][C:9]2[C:8](=[O:12])[CH2:7][CH:6]([C:13]3[CH:18]=[CH:17][CH:16]=[CH:15][CH:14]=3)[CH2:5][C:4]=2[N:3]=1)[C:19]1[CH:24]=[CH:23][CH:22]=[CH:21][CH:20]=1, predict the reactants needed to synthesize it. The reactants are: [Cl:1][C:2]1[CH:11]=[CH:10][C:9]2[C:8](=[O:12])[CH2:7][CH:6]([C:13]3[CH:18]=[CH:17][CH:16]=[CH:15][CH:14]=3)[CH2:5][C:4]=2[N:3]=1.[C:19]1([OH:25])[CH:24]=[CH:23][CH:22]=[CH:21][CH:20]=1. (8) Given the product [CH:1]1[CH:2]=[C:3]([N:9]2[CH2:14][CH2:13][N:12]([CH2:15][CH2:16][CH2:17][CH2:18][O:19][C:20]3[CH:21]=[CH:22][C:23]4[CH2:30][CH2:29][C:27](=[O:28])[NH:26][C:24]=4[CH:25]=3)[CH2:11][CH2:10]2)[C:4]([Cl:8])=[C:5]([Cl:7])[CH:6]=1.[C:31]([O-:36])(=[O:35])[C:32]([O-:34])=[O:33], predict the reactants needed to synthesize it. The reactants are: [CH:1]1[CH:2]=[C:3]([N:9]2[CH2:14][CH2:13][N:12]([CH2:15][CH2:16][CH2:17][CH2:18][O:19][C:20]3[CH:21]=[CH:22][C:23]4[CH2:30][CH2:29][C:27](=[O:28])[NH:26][C:24]=4[CH:25]=3)[CH2:11][CH2:10]2)[C:4]([Cl:8])=[C:5]([Cl:7])[CH:6]=1.[C:31]([OH:36])(=[O:35])[C:32]([OH:34])=[O:33]. (9) Given the product [CH2:1]([O:3][C:4]([C:6]1[N:14]([CH2:26][C:25]#[CH:24])[C:13]2[CH:12]=[CH:11][N:10]=[CH:9][C:8]=2[C:7]=1[NH:15][C:16]1[CH:21]=[CH:20][C:19]([I:22])=[CH:18][C:17]=1[F:23])=[O:5])[CH3:2], predict the reactants needed to synthesize it. The reactants are: [CH2:1]([O:3][C:4]([C:6]1[NH:14][C:13]2[CH:12]=[CH:11][N:10]=[CH:9][C:8]=2[C:7]=1[NH:15][C:16]1[CH:21]=[CH:20][C:19]([I:22])=[CH:18][C:17]=1[F:23])=[O:5])[CH3:2].[CH2:24](Br)[C:25]#[CH:26].C1CCN2C(=NCCC2)CC1. (10) Given the product [C:1]([C:5]1[C:10]([C:20]#[C:21][C:22]([CH3:26])([CH3:14])[CH3:23])=[C:9]([CH:12]=[O:13])[CH:8]=[CH:7][N:6]=1)([CH3:4])([CH3:3])[CH3:2], predict the reactants needed to synthesize it. The reactants are: [C:1]([C:5]1[C:10](Br)=[C:9]([CH:12]=[O:13])[CH:8]=[CH:7][N:6]=1)([CH3:4])([CH3:3])[CH3:2].[CH3:14][Si](C#C)(C)C.[CH:20]1C=N[CH:23]=[C:22]([C:26](O)=O)[CH:21]=1.